The task is: Predict the reaction yield, written as a fraction of the theoretical maximum amount of product (1.0 means a 100% yield; for example, 0.34 means a 34% yield).. This data is from Reaction yield outcomes from USPTO patents with 853,638 reactions. (1) The reactants are [NH2:1][C:2]1[C:10]2[C:9]([C:11]3[CH:16]=[CH:15][C:14]([Cl:17])=[C:13]([Cl:18])[CH:12]=3)=[N:8][C:7]([CH2:19][C@H:20]([CH3:30])[CH2:21][O:22]CC3C=CC=CC=3)=[N:6][C:5]=2[S:4][C:3]=1[C:31]([NH2:33])=[O:32].B(Br)(Br)Br.CO. The catalyst is C(Cl)Cl. The product is [NH2:1][C:2]1[C:10]2[C:9]([C:11]3[CH:16]=[CH:15][C:14]([Cl:17])=[C:13]([Cl:18])[CH:12]=3)=[N:8][C:7]([CH2:19][C@H:20]([CH3:30])[CH2:21][OH:22])=[N:6][C:5]=2[S:4][C:3]=1[C:31]([NH2:33])=[O:32]. The yield is 0.640. (2) The reactants are [Br:1][C:2]1[C:14]2[C:13]3[C:8](=[CH:9][C:10]([CH2:15]O)=[CH:11][CH:12]=3)[NH:7][C:6]=2[C:5]([C:17]([NH2:19])=[O:18])=[CH:4][CH:3]=1.ClN1C(=O)CCC1=O.C1(P(C2C=CC=CC=2)C2C=CC=CC=2)C=CC=CC=1.[CH3:47][S-:48].[Na+]. The catalyst is C(Cl)Cl.CCOC(C)=O.CS(C)=O. The product is [Br:1][C:2]1[C:14]2[C:13]3[C:8](=[CH:9][C:10]([CH2:15][S:48][CH3:47])=[CH:11][CH:12]=3)[NH:7][C:6]=2[C:5]([C:17]([NH2:19])=[O:18])=[CH:4][CH:3]=1. The yield is 0.380. (3) The reactants are Br[C:2]1[CH:8]=[C:7]([C:9]([F:12])([F:11])[F:10])[C:6]([N+:13]([O-:15])=[O:14])=[CH:5][C:3]=1[NH2:4].CCN(CC)CC.[C:23]([Si:25]([CH3:28])([CH3:27])[CH3:26])#[CH:24]. The catalyst is C1(C)C=CC=CC=1.O.[Cu]I.Cl[Pd](Cl)([P](C1C=CC=CC=1)(C1C=CC=CC=1)C1C=CC=CC=1)[P](C1C=CC=CC=1)(C1C=CC=CC=1)C1C=CC=CC=1. The product is [N+:13]([C:6]1[C:7]([C:9]([F:12])([F:11])[F:10])=[CH:8][C:2]([C:24]#[C:23][Si:25]([CH3:28])([CH3:27])[CH3:26])=[C:3]([CH:5]=1)[NH2:4])([O-:15])=[O:14]. The yield is 0.570. (4) The reactants are [Br:1][C:2]1[CH:3]=[C:4]2[C:9](=[CH:10][CH:11]=1)[N:8]=[C:7]([C:12]1[CH:13]=[N:14][CH:15]=[CH:16][CH:17]=1)[N:6]=[C:5]2[NH:18][CH3:19].C(O[C:24](=[O:26])[CH3:25])(=O)C. The catalyst is C(O)(=O)C. The product is [Br:1][C:2]1[CH:3]=[C:4]2[C:9](=[CH:10][CH:11]=1)[N:8]=[C:7]([C:12]1[CH:13]=[N:14][CH:15]=[CH:16][CH:17]=1)[N:6]=[C:5]2[N:18]([CH3:19])[C:24](=[O:26])[CH3:25]. The yield is 0.520. (5) The reactants are C(OC([N:8]1[CH2:13][CH2:12][CH2:11][C@H:10]([C:14](=[O:24])[N:15]([C:17]2[CH:22]=[CH:21][C:20]([F:23])=[CH:19][CH:18]=2)[CH3:16])[CH2:9]1)=O)(C)(C)C.[ClH:25]. The catalyst is ClCCl. The product is [ClH:25].[F:23][C:20]1[CH:19]=[CH:18][C:17]([N:15]([CH3:16])[C:14]([C@H:10]2[CH2:11][CH2:12][CH2:13][NH:8][CH2:9]2)=[O:24])=[CH:22][CH:21]=1. The yield is 0.960. (6) The reactants are Cl[C:2]1[CH:7]=[C:6]([N:8]([CH3:15])[C:9]2[CH:10]=[N:11][CH:12]=[N:13][CH:14]=2)[CH:5]=[C:4]([Cl:16])[N:3]=1.[Cl:17][C:18]1[CH:19]=[C:20]([CH:24]=[CH:25][CH:26]=1)[C:21]([NH2:23])=[O:22].CC([O-])(C)C.[Na+].CC1(C)C2C(=C(P(C3C=CC=CC=3)C3C=CC=CC=3)C=CC=2)OC2C(P(C3C=CC=CC=3)C3C=CC=CC=3)=CC=CC1=2. The catalyst is C1(C)C=CC=CC=1.CC([O-])=O.CC([O-])=O.[Pd+2]. The product is [Cl:17][C:18]1[CH:19]=[C:20]([CH:24]=[CH:25][CH:26]=1)[C:21]([NH:23][C:2]1[CH:7]=[C:6]([N:8]([CH3:15])[C:9]2[CH:10]=[N:11][CH:12]=[N:13][CH:14]=2)[CH:5]=[C:4]([Cl:16])[N:3]=1)=[O:22]. The yield is 0.330. (7) The reactants are [SH:1][C:2]1[NH:3][C:4]2[CH:10]=[CH:9][CH:8]=[CH:7][C:5]=2[N:6]=1.C[O-].[Na+].[OH:14][CH2:15][CH2:16][CH2:17][CH2:18][CH2:19][CH2:20][CH2:21][CH2:22][CH2:23][O:24][C:25]1[CH:30]=[CH:29][N:28]=[C:27]([CH2:31]Cl)[C:26]=1[CH3:33]. The catalyst is CO.C(OCC)(=O)C. The product is [OH:14][CH2:15][CH2:16][CH2:17][CH2:18][CH2:19][CH2:20][CH2:21][CH2:22][CH2:23][O:24][C:25]1[CH:30]=[CH:29][N:28]=[C:27]([CH2:31][S:1][C:2]2[NH:6][C:5]3[CH:7]=[CH:8][CH:9]=[CH:10][C:4]=3[N:3]=2)[C:26]=1[CH3:33]. The yield is 0.177.